From a dataset of Forward reaction prediction with 1.9M reactions from USPTO patents (1976-2016). Predict the product of the given reaction. (1) Given the reactants [F:1][C:2]1[C:3](=[O:10])[CH:4]=[CH:5][C:6](=[O:9])[C:7]=1[F:8].[CH:11]1[CH2:16][CH2:15][CH:14]=[CH:13][CH:12]=1, predict the reaction product. The product is: [F:1][C:2]1[C:3](=[O:10])[CH:4]2[CH:5]([C:6](=[O:9])[C:7]=1[F:8])[CH:13]1[CH2:14][CH2:15][CH:16]2[CH:11]=[CH:12]1. (2) Given the reactants [NH:1]1[C:9]2[C:4](=[CH:5][CH:6]=[CH:7][CH:8]=2)[C:3]2([C:13]3=[CH:14][C:15]4[O:19][CH2:18][O:17][C:16]=4[CH:20]=[C:12]3[O:11][CH2:10]2)[C:2]1=[O:21].CC1(C)COC2=CC3OC[C:32]4(C=3C=C12)[C:40]1[C:35](=CC=[CH:38][CH:39]=1)N[C:33]4=[O:41].BrCC1CCOCC1.BrCC1OC(C(F)(F)F)=CC=1, predict the reaction product. The product is: [O:41]1[CH2:38][CH2:39][CH:40]([CH2:35][N:1]2[C:9]3[C:4](=[CH:5][CH:6]=[CH:7][CH:8]=3)[C:3]3([C:13]4=[CH:14][C:15]5[O:19][CH2:18][O:17][C:16]=5[CH:20]=[C:12]4[O:11][CH2:10]3)[C:2]2=[O:21])[CH2:32][CH2:33]1. (3) Given the reactants C(N(CC)CC)C.[Cl-].[CH:9]1([CH2:15][C:16]([C:18]2[N:19]=[C:20]([CH:23]3[CH2:28][CH2:27][NH2+:26][CH2:25][CH2:24]3)[S:21][CH:22]=2)=[O:17])[CH2:14][CH2:13][CH2:12][CH2:11][CH2:10]1.[Cl:29][C:30]1[CH:35]=[CH:34][C:33]([CH3:36])=[C:32]([N:37]=[C:38]=[O:39])[CH:31]=1.N12CCCN=C1CCCCC2, predict the reaction product. The product is: [Cl:29][C:30]1[CH:35]=[CH:34][C:33]([CH3:36])=[C:32]([NH:37][C:38]([N:26]2[CH2:25][CH2:24][CH:23]([C:20]3[S:21][CH:22]=[C:18]([C:16](=[O:17])[CH2:15][CH:9]4[CH2:10][CH2:11][CH2:12][CH2:13][CH2:14]4)[N:19]=3)[CH2:28][CH2:27]2)=[O:39])[CH:31]=1. (4) Given the reactants [CH:1]1([NH2:4])[CH2:3][CH2:2]1.[N+:5]([C:8]1[CH:13]=[CH:12][CH:11]=[CH:10][C:9]=1[S:14](Cl)(=[O:16])=[O:15])([O-:7])=[O:6], predict the reaction product. The product is: [CH:1]1([NH:4][S:14]([C:9]2[CH:10]=[CH:11][CH:12]=[CH:13][C:8]=2[N+:5]([O-:7])=[O:6])(=[O:15])=[O:16])[CH2:3][CH2:2]1. (5) Given the reactants [Cl:1][C:2]1[CH:7]=[CH:6][C:5]([C:8]2[O:12][C:11]([C:13]3[CH:18]=[CH:17][C:16]([F:19])=[CH:15][CH:14]=3)=[N:10][C:9]=2[CH2:20]O)=[CH:4][C:3]=1[F:22].S(Cl)([Cl:25])=O, predict the reaction product. The product is: [Cl:1][C:2]1[CH:7]=[CH:6][C:5]([C:8]2[O:12][C:11]([C:13]3[CH:18]=[CH:17][C:16]([F:19])=[CH:15][CH:14]=3)=[N:10][C:9]=2[CH2:20][Cl:25])=[CH:4][C:3]=1[F:22]. (6) Given the reactants [Cl:1][C:2]1[C:11]([CH:12]=[O:13])=[C:10]([Cl:14])[C:9]2[CH2:8][CH2:7][CH2:6][CH2:5][C:4]=2[N:3]=1.Cl([O-])=[O:16].[Na+].S(=O)(=O)(O)N, predict the reaction product. The product is: [Cl:1][C:2]1[C:11]([C:12]([OH:16])=[O:13])=[C:10]([Cl:14])[C:9]2[CH2:8][CH2:7][CH2:6][CH2:5][C:4]=2[N:3]=1. (7) Given the reactants [F:1][C:2]1[CH:7]=[CH:6][C:5]([C:8]2[N:9]=[C:10]3[CH:15]=[C:14]([CH:16]4[CH2:21][CH2:20][N:19]([C:22]([O:24][CH2:25][C:26]5[CH:31]=[CH:30][CH:29]=[CH:28][CH:27]=5)=[O:23])[CH2:18][CH2:17]4)[CH:13]=[CH:12][N:11]3[CH:32]=2)=[CH:4][CH:3]=1.[C:33](OC(=O)C)(=[O:35])[CH3:34], predict the reaction product. The product is: [C:33]([C:32]1[N:11]2[CH:12]=[CH:13][C:14]([CH:16]3[CH2:21][CH2:20][N:19]([C:22]([O:24][CH2:25][C:26]4[CH:31]=[CH:30][CH:29]=[CH:28][CH:27]=4)=[O:23])[CH2:18][CH2:17]3)=[CH:15][C:10]2=[N:9][C:8]=1[C:5]1[CH:6]=[CH:7][C:2]([F:1])=[CH:3][CH:4]=1)(=[O:35])[CH3:34]. (8) Given the reactants Cl[C:2]1[N:7]=[C:6]([N:8]([CH:18]2[CH2:20][CH2:19]2)[CH2:9][C:10]2[CH:15]=[CH:14][C:13]([O:16][CH3:17])=[CH:12][CH:11]=2)[C:5]2=[N:21][CH:22]=[C:23]([C:24]#[N:25])[N:4]2[N:3]=1.[NH2:26][C:27]1[CH:28]=[C:29]([CH:32]=[C:33]([N:36]2[CH2:47][CH2:46][C:39]3([C:43](=[O:44])[N:42]([CH3:45])[CH2:41][CH2:40]3)[CH2:38][CH2:37]2)[C:34]=1[Cl:35])[C:30]#[N:31].CC1(C)C2C(=C(P(C3C=CC=CC=3)C3C=CC=CC=3)C=CC=2)OC2C(P(C3C=CC=CC=3)C3C=CC=CC=3)=CC=CC1=2.C(=O)([O-])[O-].[Cs+].[Cs+], predict the reaction product. The product is: [Cl:35][C:34]1[C:33]([N:36]2[CH2:37][CH2:38][C:39]3([C:43](=[O:44])[N:42]([CH3:45])[CH2:41][CH2:40]3)[CH2:46][CH2:47]2)=[CH:32][C:29]([C:30]#[N:31])=[CH:28][C:27]=1[NH:26][C:2]1[N:7]=[C:6]([N:8]([CH:18]2[CH2:19][CH2:20]2)[CH2:9][C:10]2[CH:15]=[CH:14][C:13]([O:16][CH3:17])=[CH:12][CH:11]=2)[C:5]2=[N:21][CH:22]=[C:23]([C:24]#[N:25])[N:4]2[N:3]=1. (9) The product is: [N:1]1[CH:6]=[CH:5][CH:4]=[CH:3][C:2]=1[S:7][S:8][CH:9]([OH:18])[CH3:14]. Given the reactants [N:1]1[CH:6]=[CH:5][CH:4]=[CH:3][C:2]=1[S:7][S:8][C:9]1[CH:14]=CC=CN=1.SCC[OH:18], predict the reaction product. (10) Given the reactants [C:1]([O:4][C@@H:5]([C@H:16]1[C@@H:21]2[N:22]=[C:23]([CH3:25])[O:24][C@@H:20]2[CH:19]=[C:18]([C:26]([O:28][CH3:29])=[O:27])[O:17]1)[C@H:6]([O:12][C:13](=[O:15])[CH3:14])[CH2:7][O:8][C:9](=[O:11])[CH3:10])(=[O:3])[CH3:2].[N:30]([Si](C)(C)C)=[N+:31]=[N-:32].N([O-])=O.[Na+].Cl, predict the reaction product. The product is: [C:1]([O:4][C@@H:5]([C@H:16]1[C@H:21]([NH:22][C:23](=[O:24])[CH3:25])[C@@H:20]([N:30]=[N+:31]=[N-:32])[CH:19]=[C:18]([C:26]([O:28][CH3:29])=[O:27])[O:17]1)[C@H:6]([O:12][C:13](=[O:15])[CH3:14])[CH2:7][O:8][C:9](=[O:11])[CH3:10])(=[O:3])[CH3:2].